Dataset: Catalyst prediction with 721,799 reactions and 888 catalyst types from USPTO. Task: Predict which catalyst facilitates the given reaction. (1) Reactant: OC(C(F)(F)F)=O.[NH2:8][C:9]1[CH:10]=[C:11]([NH:18][C:19]2[CH:24]=[C:23]([CH3:25])[CH:22]=[C:21]([CH3:26])[N:20]=2)[C:12]([C:15]([NH2:17])=[O:16])=[N:13][CH:14]=1.[CH2:27]([N:29]=[C:30]=[O:31])[CH3:28].C(N(CC)CC)C. Product: [CH3:25][C:23]1[CH:22]=[C:21]([CH3:26])[N:20]=[C:19]([NH:18][C:11]2[C:12]([C:15]([NH2:17])=[O:16])=[N:13][CH:14]=[C:9]([NH:8][C:30](=[O:31])[NH:29][CH2:27][CH3:28])[CH:10]=2)[CH:24]=1. The catalyst class is: 1. (2) Reactant: [NH2:1][C@H:2]1[CH2:7][CH2:6][N:5]([C:8]([O:10][C:11]([CH3:14])([CH3:13])[CH3:12])=[O:9])[CH2:4][C@H:3]1[O:15][CH3:16].[Br:17][C:18]1[N:19]=[C:20]([C:24](O)=[O:25])[NH:21][C:22]=1[Br:23].CCN=C=NCCCN(C)C.Cl. Product: [Br:17][C:18]1[N:19]=[C:20]([C:24]([NH:1][C@H:2]2[CH2:7][CH2:6][N:5]([C:8]([O:10][C:11]([CH3:12])([CH3:13])[CH3:14])=[O:9])[CH2:4][C@H:3]2[O:15][CH3:16])=[O:25])[NH:21][C:22]=1[Br:23]. The catalyst class is: 142. (3) Reactant: [F:1][C:2]1[CH:35]=[CH:34][C:5]([CH2:6][NH:7][C:8]([C:10]2[N:11]=[C:12]3[C@@H:18]([N:19]([CH3:27])[C:20](=[O:26])[C:21]([N:23]([CH3:25])[CH3:24])=[O:22])[CH2:17][CH2:16][C:15]([CH3:29])([CH3:28])[CH2:14][N:13]3[C:30](=[O:33])[C:31]=2[OH:32])=[O:9])=[CH:4][C:3]=1[CH3:36]. Product: [F:1][C:2]1[CH:35]=[CH:34][C:5]([CH2:6][NH:7][C:8]([C:10]2[N:11]=[C:12]3[C@H:18]([N:19]([CH3:27])[C:20](=[O:26])[C:21]([N:23]([CH3:24])[CH3:25])=[O:22])[CH2:17][CH2:16][C:15]([CH3:29])([CH3:28])[CH2:14][N:13]3[C:30](=[O:33])[C:31]=2[OH:32])=[O:9])=[CH:4][C:3]=1[CH3:36]. The catalyst class is: 5. (4) Reactant: P(Cl)(Cl)(Cl)(Cl)[Cl:2].[CH3:7][C:8]([N:15]1[C:24](=[O:25])[C:23]2[C:18](=[CH:19][CH:20]=[CH:21][CH:22]=2)[NH:17][C:16]1=S)([CH3:14])[CH2:9][C:10]([O:12][CH3:13])=[O:11]. Product: [Cl:2][C:16]1[N:15]([C:8]([CH3:14])([CH3:7])[CH2:9][C:10]([O:12][CH3:13])=[O:11])[C:24](=[O:25])[C:23]2[C:18](=[CH:19][CH:20]=[CH:21][CH:22]=2)[N:17]=1. The catalyst class is: 286. (5) Reactant: [CH3:1][N:2]1[CH:6]=[CH:5][CH:4]=[C:3]1[C:7]([OH:9])=O.CN(C(ON1N=NC2C=CC=NC1=2)=[N+](C)C)C.F[P-](F)(F)(F)(F)F.CCN(C(C)C)C(C)C.[NH2:43][C:44]1[CH:49]=[CH:48][C:47]([C:50]2[CH:51]([CH3:60])[CH:52]([CH2:57][CH2:58][CH3:59])[C:53](=[O:56])[NH:54][N:55]=2)=[CH:46][C:45]=1[OH:61]. Product: [OH:61][C:45]1[CH:46]=[C:47]([C:50]2[CH:51]([CH3:60])[CH:52]([CH2:57][CH2:58][CH3:59])[C:53](=[O:56])[NH:54][N:55]=2)[CH:48]=[CH:49][C:44]=1[NH:43][C:7]([C:3]1[N:2]([CH3:1])[CH:6]=[CH:5][CH:4]=1)=[O:9]. The catalyst class is: 2. (6) Reactant: [Cl:1][C:2]1[CH:3]=[CH:4][C:5]([NH:8][C:9](=[O:17])[C:10]2[CH:15]=[CH:14][CH:13]=[CH:12][C:11]=2[NH2:16])=[N:6][CH:7]=1.[C:18]1([C:27]2[CH:32]=[CH:31][CH:30]=[CH:29][CH:28]=2)[CH:23]=[CH:22][C:21]([C:24](Cl)=[O:25])=[CH:20][CH:19]=1. Product: [Cl:1][C:2]1[CH:3]=[CH:4][C:5]([NH:8][C:9](=[O:17])[C:10]2[CH:15]=[CH:14][CH:13]=[CH:12][C:11]=2[NH:16][C:24](=[O:25])[C:21]2[CH:22]=[CH:23][C:18]([C:27]3[CH:32]=[CH:31][CH:30]=[CH:29][CH:28]=3)=[CH:19][CH:20]=2)=[N:6][CH:7]=1. The catalyst class is: 272. (7) Reactant: Br[C:2]1[CH:7]=[CH:6][CH:5]=[C:4]([CH3:8])[N:3]=1.C(=O)([O-])[O-].[Na+].[Na+].[C:15]([C:18]1[CH:23]=[CH:22][C:21](B(O)O)=[CH:20][CH:19]=1)([OH:17])=[O:16]. Product: [CH3:8][C:4]1[N:3]=[C:2]([C:21]2[CH:22]=[CH:23][C:18]([C:15]([OH:17])=[O:16])=[CH:19][CH:20]=2)[CH:7]=[CH:6][CH:5]=1. The catalyst class is: 659.